Dataset: Forward reaction prediction with 1.9M reactions from USPTO patents (1976-2016). Task: Predict the product of the given reaction. (1) Given the reactants [CH3:1][C:2]1[C:7]([N+:8]([O-:10])=[O:9])=[C:6]([CH3:11])[N:5]=[C:4]([NH:12][CH2:13][C:14]([OH:16])=O)[N:3]=1.[CH2:17]([N:24]1[CH2:29][CH2:28][CH:27]([NH:30][CH3:31])[CH2:26][CH2:25]1)[C:18]1[CH:23]=[CH:22][CH:21]=[CH:20][CH:19]=1, predict the reaction product. The product is: [CH2:17]([N:24]1[CH2:29][CH2:28][CH:27]([N:30]([CH3:31])[C:14](=[O:16])[CH2:13][NH:12][C:4]2[N:5]=[C:6]([CH3:11])[C:7]([N+:8]([O-:10])=[O:9])=[C:2]([CH3:1])[N:3]=2)[CH2:26][CH2:25]1)[C:18]1[CH:19]=[CH:20][CH:21]=[CH:22][CH:23]=1. (2) Given the reactants [H-].[Na+].[CH2:3]([N:10]1[C:18]2[C:17]([O:19][C:20]3[C:27]([CH3:28])=[CH:26][C:23]([C:24]#[N:25])=[CH:22][C:21]=3[CH3:29])=[N:16][C:15](F)=[N:14][C:13]=2[CH:12]=[CH:11]1)[C:4]1[CH:9]=[CH:8][CH:7]=[CH:6][CH:5]=1.C[N:32]1[C:36](=O)[CH2:35][CH2:34][CH2:33]1, predict the reaction product. The product is: [CH2:3]([N:10]1[C:18]2[C:17]([O:19][C:20]3[C:27]([CH3:28])=[CH:26][C:23]([C:24]#[N:25])=[CH:22][C:21]=3[CH3:29])=[N:16][C:15]([NH:10][C:3]3[CH:33]=[CH:34][C:35]([C:36]#[N:32])=[CH:5][CH:4]=3)=[N:14][C:13]=2[CH:12]=[CH:11]1)[C:4]1[CH:9]=[CH:8][CH:7]=[CH:6][CH:5]=1. (3) The product is: [Cl:1][C:2]1[CH:3]=[C:4]([CH:14]=[CH:15][C:16]=1[Cl:17])[O:5][C:6]1[CH:7]=[C:8]([CH:11]=[CH:12][CH:13]=1)[CH2:9][N:32]1[CH2:33][CH2:34][CH:29]([C:25]2[CH:24]=[C:23]([NH:22][C:20](=[O:21])[CH:19]([CH3:18])[CH3:35])[CH:28]=[CH:27][CH:26]=2)[CH2:30][CH2:31]1. Given the reactants [Cl:1][C:2]1[CH:3]=[C:4]([CH:14]=[CH:15][C:16]=1[Cl:17])[O:5][C:6]1[CH:7]=[C:8]([CH:11]=[CH:12][CH:13]=1)[CH:9]=O.[CH3:18][CH:19]([CH3:35])[C:20]([NH:22][C:23]1[CH:28]=[CH:27][CH:26]=[C:25]([CH:29]2[CH2:34][CH2:33][NH:32][CH2:31][CH2:30]2)[CH:24]=1)=[O:21], predict the reaction product.